From a dataset of Experimentally validated miRNA-target interactions with 360,000+ pairs, plus equal number of negative samples. Binary Classification. Given a miRNA mature sequence and a target amino acid sequence, predict their likelihood of interaction. (1) The miRNA is hsa-miR-4537 with sequence UGAGCCGAGCUGAGCUUAGCUG. The protein sequence of the target gene is MGDQQLYKTNHVGHGGENLFYQQPPLGVHSGLGHSYGNTISGAGMDAPQASPISPHFPQDTRDGLGLPIGSKNLGQMDTSRQGGWGSHAGPGNHVQLRSNLANSNMMWGTPTQVEPADGYQYTYSQASEIRTQKLTSGVLHKLDSFTQVFANQNLRIQVNNMAQVLHTQSAVMDGASDSALRQLLSQKPVEPSASAIASRYQQVPQQPHPGFTGGLPKPALPVGQHAPQGHLYYDYQQPLAQMSMQGGQPLQAPQVLSGHMQQLQQHQYYPQPPPQQQQAGLQRISVQEMQQQQQPQQIR.... Result: 0 (no interaction). (2) The miRNA is hsa-miR-548an with sequence AAAAGGCAUUGUGGUUUUUG. The protein sequence of the target gene is MDLDLLDLNPRIIAAIKKAKLKSVKEVLHFSGPDLKRLTNLSSPEVWHLLRTASLHLRGSSILTALQLHQQKERFPTQHQRLSLGCPVLDALLRGGLPLDGITELAGRSSAGKTQLALQLCLAVQFPRQHGGLEAGAVYICTEDAFPHKRLQQLMAQQPRLRTDVPGELLQKLRFGSQIFIEHVADVDTLLECVNKKVPVLLSRGMARLVVIDSVAAPFRCEFDSQASAPRARHLQSLGATLRELSSAFQSPVLCINQVTEAMEEQGAAHGPLGFWDERVSPALGITWANQLLVRLLADR.... Result: 1 (interaction). (3) The miRNA is hsa-miR-1277-5p with sequence AAAUAUAUAUAUAUAUGUACGUAU. The protein sequence of the target gene is MKMAPQNADPESMQVQELSVPLPDPQKAGGAEAENCETISEGSIDRIPMRLWVMHGAVMFGREFCYAMETALVTPILLQIGLPEQYYSLTWFLSPILGLIFTPLIGSASDRCTLSWGRRRPFILALCVGVLFGVALFLNGSAIGLALGDVPNRQPIGIVLTVLGVVVLDFSADATEGPIRAYLLDVVDSEEQDMALNIHAFSAGLGGAIGYVLGGLDWTQTFLGSWFRTQNQVLFFFAAIIFTVSVALHLFSIDEEQYSPQQERSAEEPGALDGGEPHGVPAFPDEVQSEHELALDYPDV.... Result: 1 (interaction). (4) The miRNA is hsa-miR-627-5p with sequence GUGAGUCUCUAAGAAAAGAGGA. The protein sequence of the target gene is MIRQELSTSYQELSEELEQVVENSEQADERDKELVQVQGPGVVPGVDNESASSSIRFSKACLKNVFSVLLILIYLLLMAVAVFLVYQTITDFREKLKHPVMSVSYKEVDRYDAPGIAFYPGQAQLLSCKHHYEVIPPLASPGQPGDRNCTTQRINYTHPFFNHTMQSALIVQGPQEVKKRELVFLQFRLNQSNEDFSAIDYLLFSSFREFMQSPDKAGFMQACESAYSSWKFSGGFRTWVKMSLVKTKEEDGREAVEFRQETSVVNYIDQRPAAERSAQLFFVVFEWKDPFIQKVQDIIT.... Result: 0 (no interaction).